This data is from Retrosynthesis with 50K atom-mapped reactions and 10 reaction types from USPTO. The task is: Predict the reactants needed to synthesize the given product. (1) The reactants are: CC(=O)Oc1ccc2c(C)c(CN3C(=O)c4ccccc4C3=O)c(=O)oc2c1C. Given the product Cc1c(CN2C(=O)c3ccccc3C2=O)c(=O)oc2c(C)c(O)ccc12, predict the reactants needed to synthesize it. (2) Given the product CC(C)COC(=O)N(n1c(=O)[nH]c2cc(C(F)(F)F)c([C@H]3CCCO3)cc2c1=O)S(C)(=O)=O, predict the reactants needed to synthesize it. The reactants are: CC(C)COC(=O)Cl.CS(=O)(=O)Nn1c(=O)[nH]c2cc(C(F)(F)F)c([C@H]3CCCO3)cc2c1=O. (3) Given the product N#Cc1cnn2c(CO)ccc2c1Nc1ccc(Oc2ccccc2)cc1, predict the reactants needed to synthesize it. The reactants are: CCOC(=O)c1ccc2c(Nc3ccc(Oc4ccccc4)cc3)c(C#N)cnn12. (4) Given the product COCCCc1cc(O)cc(C=O)c1, predict the reactants needed to synthesize it. The reactants are: COCCCc1cc(C=O)cc(O[Si](C)(C)C(C)(C)C)c1. (5) Given the product CC1=NC2=Cn3c(cc4c(C5CCCCC5)cccc43)-c3cc(C(=O)O)ccc3N2C1, predict the reactants needed to synthesize it. The reactants are: COC(=O)c1ccc2c(c1)-c1cc3c(C4CCCCC4)cccc3n1C=C1N=C(C)CN12. (6) Given the product CC(C)(C)OC(=O)N1CCN(C(=O)c2ccc(-c3cn4c(-c5ccc(Cl)cc5)cnc4cn3)cc2)CC1, predict the reactants needed to synthesize it. The reactants are: CC(C)(C)OC(=O)N1CCNCC1.O=C(O)c1ccc(-c2cn3c(-c4ccc(Cl)cc4)cnc3cn2)cc1. (7) Given the product CCOC(=O)c1cn(C2CC2)c2c(OC(F)F)c(F)c(F)c(N)c2c1=O, predict the reactants needed to synthesize it. The reactants are: CCOC(=O)C(=CNC1CC1)C(=O)c1c(N)c(F)c(F)c(OC(F)F)c1F.